This data is from Full USPTO retrosynthesis dataset with 1.9M reactions from patents (1976-2016). The task is: Predict the reactants needed to synthesize the given product. (1) Given the product [CH:16]([NH:19][S:12]([C:3]1[C:4]([Cl:11])=[CH:5][CH:6]=[C:7]([N+:8]([O-:10])=[O:9])[C:2]=1[Cl:1])(=[O:14])=[O:13])([CH3:18])[CH3:17], predict the reactants needed to synthesize it. The reactants are: [Cl:1][C:2]1[C:7]([N+:8]([O-:10])=[O:9])=[CH:6][CH:5]=[C:4]([Cl:11])[C:3]=1[S:12](Cl)(=[O:14])=[O:13].[CH:16]([NH2:19])([CH3:18])[CH3:17].C(N(CC)CC)C. (2) The reactants are: [CH2:1]([O:8][C:9]([N:11]1[CH2:16][CH:15]=[CH:14][CH2:13][CH2:12]1)=[O:10])[C:2]1[CH:7]=[CH:6][CH:5]=[CH:4][CH:3]=1.ClC1C=C(C=CC=1)C(OO)=[O:22]. Given the product [CH2:1]([O:8][C:9]([N:11]1[CH2:12][CH2:13][CH:14]2[CH:15]([O:22]2)[CH2:16]1)=[O:10])[C:2]1[CH:3]=[CH:4][CH:5]=[CH:6][CH:7]=1, predict the reactants needed to synthesize it. (3) Given the product [Cl-:11].[Cl:13][CH2:12][N+:2]([CH3:10])([CH3:1])[CH2:3][CH2:4][CH2:5][C:6]([O:8][CH3:9])=[O:7], predict the reactants needed to synthesize it. The reactants are: [CH3:1][N:2]([CH3:10])[CH2:3][CH2:4][CH2:5][C:6]([O:8][CH3:9])=[O:7].[Cl:11][CH2:12][Cl:13].